Predict the product of the given reaction. From a dataset of Forward reaction prediction with 1.9M reactions from USPTO patents (1976-2016). (1) The product is: [F:40][C:41]1[C:42]([C@H:47]([C:49]2[CH:54]=[CH:53][C:52]([C:55]([F:57])([F:58])[F:56])=[CH:51][CH:50]=2)[NH:48][C:9]([C:6]2[CH:7]=[N:8][C:3]([O:2][CH3:1])=[N:4][CH:5]=2)=[O:11])=[N:43][CH:44]=[CH:45][CH:46]=1. Given the reactants [CH3:1][O:2][C:3]1[N:8]=[CH:7][C:6]([C:9]([OH:11])=O)=[CH:5][N:4]=1.CCN(C(C)C)C(C)C.C1C=CC(P(N=[N+]=[N-])(C2C=CC=CC=2)=O)=CC=1.Cl.Cl.[F:40][C:41]1[C:42]([C@H:47]([C:49]2[CH:54]=[CH:53][C:52]([C:55]([F:58])([F:57])[F:56])=[CH:51][CH:50]=2)[NH2:48])=[N:43][CH:44]=[CH:45][CH:46]=1, predict the reaction product. (2) Given the reactants [NH2:1][C:2]1[C:7]([N+:8]([O-:10])=[O:9])=[CH:6][C:5]([Cl:11])=[CH:4][C:3]=1I.[C:13]1([C:19]#[C:20][Si:21]([CH3:24])([CH3:23])[CH3:22])[CH:18]=[CH:17][CH:16]=[CH:15][CH:14]=1.[Cl-].[Li+].C(N(CC)CC)C, predict the reaction product. The product is: [Cl:11][C:5]1[CH:4]=[C:3]2[C:2](=[C:7]([N+:8]([O-:10])=[O:9])[CH:6]=1)[NH:1][C:20]([Si:21]([CH3:24])([CH3:22])[CH3:23])=[C:19]2[C:13]1[CH:14]=[CH:15][CH:16]=[CH:17][CH:18]=1. (3) Given the reactants [N:1]1([C:7]2[S:8]/[C:9](=[CH:13]\[C:14]3[CH:19]=[CH:18][C:17]([F:20])=[CH:16][C:15]=3[OH:21])/[C:10](=[O:12])[N:11]=2)[CH2:6][CH2:5][CH2:4][CH2:3][NH:2]1.[C:22]([Cl:25])(=[O:24])[NH2:23].N1[CH2:31][CH2:30][O:29][CH2:28][CH2:27]1, predict the reaction product. The product is: [ClH:25].[N:23]1([C:22]([O:21][C:15]2[CH:16]=[C:17]([F:20])[CH:18]=[CH:19][C:14]=2/[CH:13]=[C:9]2\[C:10](=[O:12])[N:11]=[C:7]([N:1]3[CH2:6][CH2:5][CH2:4][CH2:3][NH:2]3)[S:8]\2)=[O:24])[CH2:31][CH2:30][O:29][CH2:28][CH2:27]1. (4) Given the reactants C(O)(=O)C.C(OC([NH:12][NH:13][C:14](=[O:23])[C:15]1[CH:20]=[CH:19][C:18]([Br:21])=[C:17]([CH3:22])[CH:16]=1)=O)(C)(C)C, predict the reaction product. The product is: [Br:21][C:18]1[CH:19]=[CH:20][C:15]([C:14]([NH:13][NH2:12])=[O:23])=[CH:16][C:17]=1[CH3:22].